From a dataset of Full USPTO retrosynthesis dataset with 1.9M reactions from patents (1976-2016). Predict the reactants needed to synthesize the given product. (1) Given the product [CH2:22]([O:21][C:19]([CH2:18][N:3]1[C:4]2[CH:10]=[CH:9][CH:8]=[CH:7][C:5]=2[N:6]=[C:2]1[Cl:1])=[O:20])[CH3:23], predict the reactants needed to synthesize it. The reactants are: [Cl:1][C:2]1[NH:3][C:4]2[CH:10]=[CH:9][CH:8]=[CH:7][C:5]=2[N:6]=1.C(=O)([O-])[O-].[K+].[K+].Cl[CH2:18][C:19]([O:21][CH2:22][CH3:23])=[O:20]. (2) Given the product [CH2:1]([C:3]1[N:7]=[C:6]([CH:8]([NH:10][CH2:17][C:12]2[CH:13]=[CH:14][CH:15]=[CH:16][N:11]=2)[CH3:9])[O:5][N:4]=1)[CH3:2], predict the reactants needed to synthesize it. The reactants are: [CH2:1]([C:3]1[N:7]=[C:6]([CH:8]([NH2:10])[CH3:9])[O:5][N:4]=1)[CH3:2].[N:11]1[CH:16]=[CH:15][CH:14]=[CH:13][C:12]=1[CH:17]=O. (3) Given the product [CH3:1][O:2][C:3]1[CH:4]=[C:5]([N:23]2[CH2:27][CH:26]=[C:25]([O:28][C:29]3[CH:34]=[CH:33][C:32]([O:35][C:36]([F:37])([F:39])[F:38])=[CH:31][CH:30]=3)[C:24]2=[O:47])[CH:6]=[CH:7][C:8]=1[O:9][CH2:10][C:11]([CH3:22])([O:13][CH2:14][O:15][CH2:16][CH2:17][Si:18]([CH3:21])([CH3:20])[CH3:19])[CH3:12], predict the reactants needed to synthesize it. The reactants are: [CH3:1][O:2][C:3]1[CH:4]=[C:5]([N:23]2[CH2:27][CH2:26][C:25]([Se]C3C=CC=CC=3)([O:28][C:29]3[CH:34]=[CH:33][C:32]([O:35][C:36]([F:39])([F:38])[F:37])=[CH:31][CH:30]=3)[C:24]2=[O:47])[CH:6]=[CH:7][C:8]=1[O:9][CH2:10][C:11]([CH3:22])([O:13][CH2:14][O:15][CH2:16][CH2:17][Si:18]([CH3:21])([CH3:20])[CH3:19])[CH3:12].OO. (4) Given the product [N:36]1([CH2:13][C:14]2[S:15][C:16]3[CH2:17][N:18]([C:23]([O:25][C:26]([CH3:29])([CH3:28])[CH3:27])=[O:24])[CH2:19][CH2:20][C:21]=3[N:22]=2)[CH2:41][CH2:40][CH2:39][CH2:38][CH2:37]1, predict the reactants needed to synthesize it. The reactants are: C1(C)C=CC=CC=1.CS(O[CH2:13][C:14]1[S:15][C:16]2[CH2:17][N:18]([C:23]([O:25][C:26]([CH3:29])([CH3:28])[CH3:27])=[O:24])[CH2:19][CH2:20][C:21]=2[N:22]=1)(=O)=O.C(=O)([O-])[O-].[K+].[K+].[NH:36]1[CH2:41][CH2:40][CH2:39][CH2:38][CH2:37]1. (5) Given the product [NH:27]1[C:35]2[C:30](=[C:31]([C:2]3[N:11]=[CH:10][C:9]4[N:8]([CH2:12][C:13]5[CH:21]=[C:20]([CH3:22])[CH:19]=[CH:18][C:14]=5[C:15]([NH2:17])=[O:16])[CH2:7][CH:6]5[CH2:23][O:24][CH2:25][CH2:26][N:5]5[C:4]=4[N:3]=3)[CH:32]=[CH:33][CH:34]=2)[CH:29]=[CH:28]1, predict the reactants needed to synthesize it. The reactants are: Cl[C:2]1[N:11]=[CH:10][C:9]2[N:8]([CH2:12][C:13]3[CH:21]=[C:20]([CH3:22])[CH:19]=[CH:18][C:14]=3[C:15]([NH2:17])=[O:16])[CH2:7][CH:6]3[CH2:23][O:24][CH2:25][CH2:26][N:5]3[C:4]=2[N:3]=1.[NH:27]1[C:35]2[C:30](=[C:31](B(O)O)[CH:32]=[CH:33][CH:34]=2)[CH:29]=[CH:28]1. (6) The reactants are: [Si:1]([O:8][CH2:9][C:10]([C:12]1[CH:17]=[CH:16][CH:15]=[C:14]([F:18])[CH:13]=1)=O)([C:4]([CH3:7])([CH3:6])[CH3:5])([CH3:3])[CH3:2].[CH3:19][C:20]([S@:23]([NH2:25])=[O:24])([CH3:22])[CH3:21].[NH4+].[Cl-]. Given the product [Si:1]([O:8][CH2:9]/[C:10](=[N:25]/[S@@:23]([C:20]([CH3:22])([CH3:21])[CH3:19])=[O:24])/[C:12]1[CH:17]=[CH:16][CH:15]=[C:14]([F:18])[CH:13]=1)([C:4]([CH3:7])([CH3:6])[CH3:5])([CH3:3])[CH3:2], predict the reactants needed to synthesize it. (7) Given the product [Br:10][C:11]1[CH:12]=[CH:13][C:14]([O:29][CH3:30])=[C:15]([CH:16]=1)[CH2:17][C:19]1[C:28]2[C:23](=[CH:24][CH:25]=[CH:26][CH:27]=2)[CH:22]=[CH:21][CH:20]=1, predict the reactants needed to synthesize it. The reactants are: [BH4-].[Na+].FC(F)(F)C(O)=O.[Br:10][C:11]1[CH:12]=[CH:13][C:14]([O:29][CH3:30])=[C:15]([CH:17]([C:19]2[C:28]3[C:23](=[CH:24][CH:25]=[CH:26][CH:27]=3)[CH:22]=[CH:21][CH:20]=2)O)[CH:16]=1.[OH-].[Na+]. (8) Given the product [CH2:26]([N:23]([CH2:24][CH3:25])[C:21](=[O:22])[C:18]1[CH:17]=[CH:16][C:15]([C:14]([C:28]2[CH:33]=[CH:32][CH:31]=[CH:30][C:29]=2[NH:34][S:41]([C:35]2[CH:40]=[CH:39][CH:38]=[CH:37][CH:36]=2)(=[O:43])=[O:42])=[C:11]2[CH2:10][CH2:9][NH:8][CH2:13][CH2:12]2)=[CH:20][CH:19]=1)[CH3:27], predict the reactants needed to synthesize it. The reactants are: CC(OC([N:8]1[CH2:13][CH2:12][C:11](=[C:14]([C:28]2[CH:33]=[CH:32][CH:31]=[CH:30][C:29]=2[NH2:34])[C:15]2[CH:20]=[CH:19][C:18]([C:21]([N:23]([CH2:26][CH3:27])[CH2:24][CH3:25])=[O:22])=[CH:17][CH:16]=2)[CH2:10][CH2:9]1)=O)(C)C.[C:35]1([S:41](Cl)(=[O:43])=[O:42])[CH:40]=[CH:39][CH:38]=[CH:37][CH:36]=1.C(O)(C(F)(F)F)=O. (9) Given the product [NH2:29][C:27]1[N:28]=[C:23]([N:14]2[C:15]3[CH:16]=[CH:17][CH:18]=[C:10]([C:8]([NH:7][CH2:6][C:5]4[CH:19]=[CH:20][CH:21]=[C:3]([O:2][CH3:1])[CH:4]=4)=[O:9])[C:11]=3[CH:12]=[CH:13]2)[CH:24]=[C:25]([NH2:30])[N:26]=1, predict the reactants needed to synthesize it. The reactants are: [CH3:1][O:2][C:3]1[CH:4]=[C:5]([CH:19]=[CH:20][CH:21]=1)[CH2:6][NH:7][C:8]([C:10]1[C:11]2[CH:12]=[CH:13][NH:14][C:15]=2[CH:16]=[CH:17][CH:18]=1)=[O:9].Cl[C:23]1[N:28]=[C:27]([NH2:29])[N:26]=[C:25]([NH2:30])[CH:24]=1.NC1N=C(N2C3C=CC=C(C(NCC4C=CC=CC=4Cl)=O)C=3C=C2)C=CN=1. (10) The reactants are: [Cl:1][C:2]1[CH:32]=[CH:31][C:5]([O:6][C:7]2[CH:19]=[CH:18][C:10]([C:11]([NH:13][S:14]([CH3:17])(=[O:16])=[O:15])=[O:12])=[CH:9][C:8]=2[C:20]2[N:24](C3CCCCO3)[N:23]=[CH:22][CH:21]=2)=[CH:4][C:3]=1[CH2:33][CH3:34]. Given the product [ClH:1].[Cl:1][C:2]1[CH:32]=[CH:31][C:5]([O:6][C:7]2[CH:19]=[CH:18][C:10]([C:11]([NH:13][S:14]([CH3:17])(=[O:15])=[O:16])=[O:12])=[CH:9][C:8]=2[C:20]2[NH:24][N:23]=[CH:22][CH:21]=2)=[CH:4][C:3]=1[CH2:33][CH3:34], predict the reactants needed to synthesize it.